Dataset: Catalyst prediction with 721,799 reactions and 888 catalyst types from USPTO. Task: Predict which catalyst facilitates the given reaction. (1) Reactant: [Cl:1][C:2]1[CH:7]=[CH:6][C:5]([O:8][CH2:9][F:10])=[C:4]([F:11])[CH:3]=1.[Li]CCCC.CN([CH:20]=[O:21])C. Product: [Cl:1][C:2]1[C:3]([CH:20]=[O:21])=[C:4]([F:11])[C:5]([O:8][CH2:9][F:10])=[CH:6][CH:7]=1. The catalyst class is: 1. (2) Reactant: [CH3:1][C:2]1[CH:7]=[CH:6][CH:5]=[C:4]([CH3:8])[C:3]=1[OH:9].C(NCCNC(C)C)(C)C.[Cl:20][CH2:21][C:22](Cl)=[O:23].CCOC(C)=O. Product: [CH3:1][C:2]1[CH:7]=[CH:6][CH:5]=[C:4]([CH3:8])[C:3]=1[O:9][C:22](=[O:23])[CH2:21][Cl:20]. The catalyst class is: 4. (3) The catalyst class is: 19. Product: [CH:12]12[CH2:11][CH2:10][CH:9]([CH2:8][NH:7][CH2:6]1)[C:18]1[C:13]2=[CH:14][C:4]([NH2:1])=[CH:5][CH:17]=1. Reactant: [N+:1]([C:4]1[CH:14]=[CH:13][C:12]2[CH:11]3CC[N:7]([CH2:8][CH2:9][CH2:10]3)[C:6]=2[CH:5]=1)([O-])=O.[C:17](O)(=O)[CH3:18]. (4) Reactant: [CH2:1]([O:3][C:4]([CH:6]1[CH2:11][CH2:10][CH:9]([CH2:12][C:13](O)=[O:14])[CH2:8][CH2:7]1)=[O:5])[CH3:2].S(Cl)(Cl)=O.CN(C=O)C.O. Product: [OH:14][CH2:13][CH2:12][CH:9]1[CH2:10][CH2:11][CH:6]([C:4]([O:3][CH2:1][CH3:2])=[O:5])[CH2:7][CH2:8]1. The catalyst class is: 155.